Dataset: Catalyst prediction with 721,799 reactions and 888 catalyst types from USPTO. Task: Predict which catalyst facilitates the given reaction. (1) Product: [OH:1][C:2]1[CH:3]=[CH:4][C:5]([CH2:8][C:9]([OH:11])=[O:10])=[CH:6][C:7]=1[N+:12]([O-:14])=[O:13]. The catalyst class is: 15. Reactant: [OH:1][C:2]1[CH:7]=[CH:6][C:5]([CH2:8][C:9]([OH:11])=[O:10])=[CH:4][CH:3]=1.[N+:12]([O-])([OH:14])=[O:13].O. (2) Reactant: [CH:1]1([CH2:6][C@H:7]([CH2:18][C:19]([O:21][C:22]([CH3:25])([CH3:24])[CH3:23])=[O:20])[C:8]([N:10]2[C@H:14]([C:15](O)=[O:16])[CH2:13][CH:12]=[N:11]2)=[O:9])[CH2:5][CH2:4][CH2:3][CH2:2]1.[N:26]1[CH:31]=[CH:30][CH:29]=[CH:28][C:27]=1[NH2:32].CCN(C(C)C)C(C)C.N1C2C(=NC=CC=2)N(O)N=1.C(Cl)CCl. Product: [CH:1]1([CH2:6][C@@H:7]([C:8](=[O:9])[N:10]2[C@H:14]([C:15]([NH:32][C:27]3[CH:28]=[CH:29][CH:30]=[CH:31][N:26]=3)=[O:16])[CH2:13][CH:12]=[N:11]2)[CH2:18][C:19]([O:21][C:22]([CH3:24])([CH3:25])[CH3:23])=[O:20])[CH2:2][CH2:3][CH2:4][CH2:5]1. The catalyst class is: 4. (3) The catalyst class is: 1. Reactant: Cl[C:2]1[CH:26]=[CH:25][C:24]([C:27]([F:30])([F:29])[F:28])=[CH:23][C:3]=1[CH2:4][CH:5]1[CH2:13][C:12]2[C:7](=[CH:8][C:9]([O:20][CH3:21])=[C:10]([N:14]3[CH2:19][CH2:18][O:17][CH2:16][CH2:15]3)[CH:11]=2)[C:6]1=[O:22].[Li]CCCC.[F:36][C:37]([F:45])([F:44])[C:38]([C:40]([F:43])([F:42])[F:41])=[O:39]. Product: [F:36][C:37]([F:45])([F:44])[C:38]([C:2]1[CH:26]=[CH:25][C:24]([C:27]([F:30])([F:29])[F:28])=[CH:23][C:3]=1[CH2:4][CH:5]1[CH2:13][C:12]2[C:7](=[CH:8][C:9]([O:20][CH3:21])=[C:10]([N:14]3[CH2:19][CH2:18][O:17][CH2:16][CH2:15]3)[CH:11]=2)[C:6]1=[O:22])([OH:39])[C:40]([F:43])([F:42])[F:41]. (4) Reactant: [Cl:1][C:2]1[CH:3]=[CH:4][N:5]2[CH:10]=[C:9]([CH3:11])[N:8]([C:12]3[CH:17]=[CH:16][CH:15]=[C:14]([F:18])[CH:13]=3)[C:7](=[O:19])[C:6]=12.[O:20]1CCOCC1. Product: [Cl:1][C:2]1[CH:3]=[CH:4][N:5]2[CH:10]=[C:9]([CH:11]=[O:20])[N:8]([C:12]3[CH:17]=[CH:16][CH:15]=[C:14]([F:18])[CH:13]=3)[C:7](=[O:19])[C:6]=12. The catalyst class is: 25. (5) Reactant: N[C:2]1[CH:3]=[C:4]2[C:8](=[CH:9][CH:10]=1)[C:7](=[O:11])[NH:6][C:5]2=[O:12].[BrH:13]. Product: [Br:13][C:2]1[CH:3]=[C:4]2[C:8](=[CH:9][CH:10]=1)[C:7](=[O:11])[NH:6][C:5]2=[O:12]. The catalyst class is: 65. (6) Product: [NH2:1][C:2]1[N:6]([C:7]2[CH:15]=[CH:14][C:10]([C:11]([NH:44][CH2:45][C:50]3[CH:49]=[CH:48][CH:47]=[CH:46][N:42]=3)=[O:13])=[C:9]([CH3:16])[CH:8]=2)[N:5]=[C:4]([C:17]([F:20])([F:19])[F:18])[C:3]=1[C:21]1[CH:22]=[C:23]([Cl:28])[CH:24]=[C:25]([Cl:27])[CH:26]=1. The catalyst class is: 18. Reactant: [NH2:1][C:2]1[N:6]([C:7]2[CH:15]=[CH:14][C:10]([C:11]([OH:13])=O)=[C:9]([CH3:16])[CH:8]=2)[N:5]=[C:4]([C:17]([F:20])([F:19])[F:18])[C:3]=1[C:21]1[CH:26]=[C:25]([Cl:27])[CH:24]=[C:23]([Cl:28])[CH:22]=1.Cl.C(N=C=NCCCN(C)C)C.O[N:42]1[C:46]2[CH:47]=[CH:48][CH:49]=[CH:50][C:45]=2[N:44]=N1.C(N(CC)CC)C.NCC1C=CC=CN=1. (7) Reactant: [N+:1]([C:4]1[CH:9]=[C:8]([NH:10][CH2:11][CH2:12][CH2:13][CH3:14])[C:7]([N+:15]([O-])=O)=[CH:6][C:5]=1[NH:18][CH2:19][CH2:20][CH3:21])([O-])=O. Product: [NH2:1][C:4]1[CH:9]=[C:8]([NH:10][CH2:11][CH2:12][CH2:13][CH3:14])[C:7]([NH2:15])=[CH:6][C:5]=1[NH:18][CH2:19][CH2:20][CH3:21]. The catalyst class is: 78.